From a dataset of Full USPTO retrosynthesis dataset with 1.9M reactions from patents (1976-2016). Predict the reactants needed to synthesize the given product. (1) Given the product [N+:17]([C:20]1[CH:25]=[CH:24][CH:23]=[CH:22][C:21]=1[O:26][CH2:10][C:5](=[O:4])[CH3:6])([O-:19])=[O:18], predict the reactants needed to synthesize it. The reactants are: CC1N(C(C(Cl)Cl)=O)[C:10]2C=CC=[CH:6][C:5]=2[O:4]C1.[N+:17]([C:20]1[CH:25]=[CH:24][CH:23]=[CH:22][C:21]=1[OH:26])([O-:19])=[O:18].ClCC(=O)C. (2) Given the product [CH3:1][O:2][C:3]([C:5]1[C:6]2[CH:7]=[N:8][N:9]([C:25]3[CH:26]=[CH:27][C:22]([F:21])=[CH:23][CH:24]=3)[C:10]=2[CH:11]=[C:12]([Br:14])[CH:13]=1)=[O:4], predict the reactants needed to synthesize it. The reactants are: [CH3:1][O:2][C:3]([C:5]1[C:6]2[CH:7]=[N:8][NH:9][C:10]=2[CH:11]=[C:12]([Br:14])[CH:13]=1)=[O:4].C(=O)([O-])[O-].[K+].[K+].[F:21][C:22]1[CH:27]=[CH:26][C:25](I)=[CH:24][CH:23]=1.CN[C@@H]1CCCC[C@H]1NC. (3) Given the product [C:12]([CH2:11][CH:8]1[C:7]2[CH:16]=[C:3]([C:1]#[N:2])[CH:4]=[CH:5][C:6]=2[O:10][CH2:9]1)([OH:14])=[O:13], predict the reactants needed to synthesize it. The reactants are: [C:1]([C:3]1[CH:4]=[CH:5][C:6]2[O:10][CH2:9][CH:8]([CH2:11][C:12]([O:14]C)=[O:13])[C:7]=2[CH:16]=1)#[N:2].[OH-].[Na+].Cl.